From a dataset of Full USPTO retrosynthesis dataset with 1.9M reactions from patents (1976-2016). Predict the reactants needed to synthesize the given product. (1) The reactants are: [CH2:1]=[CH:2][CH2:3][S:4](=O)[S:5][CH2:6][CH:7]=[CH2:8]. Given the product [CH:2]([CH:3]1[CH2:8][CH:7]=[CH:6][S:5][S:4]1)=[CH2:1].[CH:7]([CH:6]1[S:5][CH2:1][CH:2]=[CH:3][S:4]1)=[CH2:8], predict the reactants needed to synthesize it. (2) Given the product [Cl:1][C:2]1[CH:3]=[C:4]([CH2:9][C:10]([O:12][CH3:13])=[O:11])[CH:5]=[CH:6][C:7]=1[O:8][S:18]([C:21]([F:24])([F:23])[F:22])(=[O:20])=[O:19], predict the reactants needed to synthesize it. The reactants are: [Cl:1][C:2]1[CH:3]=[C:4]([CH2:9][C:10]([O:12][CH3:13])=[O:11])[CH:5]=[CH:6][C:7]=1[OH:8].CN(C)C.[S:18](O[S:18]([C:21]([F:24])([F:23])[F:22])(=[O:20])=[O:19])([C:21]([F:24])([F:23])[F:22])(=[O:20])=[O:19]. (3) Given the product [CH3:17][O:18][C:19](=[O:25])[C@H:20]([CH:22]([CH3:24])[CH3:23])[NH:21][C:13](=[O:15])[C@H:11]([CH3:12])[NH:10][C:8](=[O:9])[CH2:7][C:1]1[CH:2]=[CH:3][CH:4]=[CH:5][CH:6]=1, predict the reactants needed to synthesize it. The reactants are: [C:1]1([CH2:7][C:8]([NH:10][C@H:11]([C:13]([OH:15])=O)[CH3:12])=[O:9])[CH:6]=[CH:5][CH:4]=[CH:3][CH:2]=1.Cl.[CH3:17][O:18][C:19](=[O:25])[C@H:20]([CH:22]([CH3:24])[CH3:23])[NH2:21]. (4) Given the product [CH:6]1([NH:12][C:13]2[CH:22]=[C:21]3[C:16]([C:17](=[O:35])[C:18]([CH2:28][CH2:29][CH2:30][OH:31])=[CH:19][N:20]3[CH:23]3[CH2:27][CH2:26][CH2:25][CH2:24]3)=[CH:15][C:14]=2[F:36])[CH2:7][CH2:8][CH2:9][CH2:10][CH2:11]1, predict the reactants needed to synthesize it. The reactants are: C1COCC1.[CH:6]1([NH:12][C:13]2[CH:22]=[C:21]3[C:16]([C:17](=[O:35])[C:18]([CH2:28][CH2:29][C:30](OCC)=[O:31])=[CH:19][N:20]3[CH:23]3[CH2:27][CH2:26][CH2:25][CH2:24]3)=[CH:15][C:14]=2[F:36])[CH2:11][CH2:10][CH2:9][CH2:8][CH2:7]1.[H-].[Al+3].[Li+].[H-].[H-].[H-]. (5) Given the product [CH2:8]([OH:9])[CH2:1]/[CH:2]=[CH:3]/[CH2:4][CH2:5][CH2:6][CH3:7], predict the reactants needed to synthesize it. The reactants are: [CH2:1]=[CH:2][CH2:3][CH2:4][CH2:5][CH2:6][CH3:7].[CH2:8]=[O:9].[Cl-].C[Al+]C.CCCCCC.P([O-])(O)(O)=O.[Na+].Cl. (6) Given the product [F:18][C:19]1[CH:26]=[CH:25][C:22]([CH2:23][N:1]2[CH2:6][CH2:5][CH:4]([NH:7][C:8]3[N:9]=[N:10][C:11]([C:14]([F:17])([F:16])[F:15])=[CH:12][CH:13]=3)[CH2:3][CH2:2]2)=[CH:21][CH:20]=1, predict the reactants needed to synthesize it. The reactants are: [NH:1]1[CH2:6][CH2:5][CH:4]([NH:7][C:8]2[N:9]=[N:10][C:11]([C:14]([F:17])([F:16])[F:15])=[CH:12][CH:13]=2)[CH2:3][CH2:2]1.[F:18][C:19]1[CH:26]=[CH:25][C:22]([CH:23]=O)=[CH:21][CH:20]=1.C(N(C(C)C)CC)(C)C.C(O[BH-](OC(=O)C)OC(=O)C)(=O)C. (7) Given the product [CH:30]1([CH:22]([C:19]2[CH:20]=[CH:21][C:16]([CH2:15][N:5]3[CH2:4][C:3]4[C:7](=[CH:8][CH:9]=[CH:10][C:2]=4[F:1])[C:6]3=[O:11])=[CH:17][CH:18]=2)[C:23]([O:25][C:26]([CH3:27])([CH3:29])[CH3:28])=[O:24])[CH2:34][CH2:33][CH2:32][CH2:31]1, predict the reactants needed to synthesize it. The reactants are: [F:1][C:2]1[CH:10]=[CH:9][CH:8]=[C:7]2[C:3]=1[CH2:4][NH:5][C:6]2=[O:11].[H-].[Na+].Br[CH2:15][C:16]1[CH:21]=[CH:20][C:19]([CH:22]([CH:30]2[CH2:34][CH2:33][CH2:32][CH2:31]2)[C:23]([O:25][C:26]([CH3:29])([CH3:28])[CH3:27])=[O:24])=[CH:18][CH:17]=1.O. (8) Given the product [C:12]([C:2]1[CH:3]=[CH:4][C:5]([N:8]([CH3:10])[CH3:9])=[N:6][CH:7]=1)#[CH:17], predict the reactants needed to synthesize it. The reactants are: I[C:2]1[CH:3]=[CH:4][C:5]([N:8]([CH3:10])[CH3:9])=[N:6][CH:7]=1.Cl[C:12]1[CH:17]=CC(C#C)=CN=1.